From a dataset of NCI-60 drug combinations with 297,098 pairs across 59 cell lines. Regression. Given two drug SMILES strings and cell line genomic features, predict the synergy score measuring deviation from expected non-interaction effect. (1) Drug 1: CCC(=C(C1=CC=CC=C1)C2=CC=C(C=C2)OCCN(C)C)C3=CC=CC=C3.C(C(=O)O)C(CC(=O)O)(C(=O)O)O. Drug 2: C1CC(C1)(C(=O)O)C(=O)O.[NH2-].[NH2-].[Pt+2]. Cell line: SF-539. Synergy scores: CSS=-5.46, Synergy_ZIP=1.59, Synergy_Bliss=2.39, Synergy_Loewe=-3.09, Synergy_HSA=-2.14. (2) Drug 1: CC1C(C(CC(O1)OC2CC(CC3=C2C(=C4C(=C3O)C(=O)C5=C(C4=O)C(=CC=C5)OC)O)(C(=O)CO)O)N)O.Cl. Drug 2: CCCCC(=O)OCC(=O)C1(CC(C2=C(C1)C(=C3C(=C2O)C(=O)C4=C(C3=O)C=CC=C4OC)O)OC5CC(C(C(O5)C)O)NC(=O)C(F)(F)F)O. Synergy scores: CSS=55.0, Synergy_ZIP=-0.598, Synergy_Bliss=0.553, Synergy_Loewe=0.382, Synergy_HSA=0.800. Cell line: EKVX. (3) Drug 1: COC1=CC(=CC(=C1O)OC)C2C3C(COC3=O)C(C4=CC5=C(C=C24)OCO5)OC6C(C(C7C(O6)COC(O7)C8=CC=CS8)O)O. Drug 2: CN1C2=C(C=C(C=C2)N(CCCl)CCCl)N=C1CCCC(=O)O.Cl. Cell line: RXF 393. Synergy scores: CSS=20.9, Synergy_ZIP=-0.0929, Synergy_Bliss=0.481, Synergy_Loewe=-39.2, Synergy_HSA=0.400. (4) Drug 1: C1CCN(CC1)CCOC2=CC=C(C=C2)C(=O)C3=C(SC4=C3C=CC(=C4)O)C5=CC=C(C=C5)O. Drug 2: CC(C)CN1C=NC2=C1C3=CC=CC=C3N=C2N. Cell line: HCC-2998. Synergy scores: CSS=41.8, Synergy_ZIP=1.82, Synergy_Bliss=-0.0637, Synergy_Loewe=-2.70, Synergy_HSA=-2.55. (5) Drug 1: CC1=C2C(C(=O)C3(C(CC4C(C3C(C(C2(C)C)(CC1OC(=O)C(C(C5=CC=CC=C5)NC(=O)OC(C)(C)C)O)O)OC(=O)C6=CC=CC=C6)(CO4)OC(=O)C)OC)C)OC. Drug 2: CC1=CC=C(C=C1)C2=CC(=NN2C3=CC=C(C=C3)S(=O)(=O)N)C(F)(F)F. Cell line: SF-268. Synergy scores: CSS=58.2, Synergy_ZIP=19.0, Synergy_Bliss=18.7, Synergy_Loewe=-11.1, Synergy_HSA=19.2. (6) Drug 1: CC1C(C(CC(O1)OC2CC(CC3=C2C(=C4C(=C3O)C(=O)C5=C(C4=O)C(=CC=C5)OC)O)(C(=O)C)O)N)O.Cl. Drug 2: C1=CC=C(C=C1)NC(=O)CCCCCCC(=O)NO. Cell line: SK-OV-3. Synergy scores: CSS=9.79, Synergy_ZIP=-5.91, Synergy_Bliss=0.258, Synergy_Loewe=-4.04, Synergy_HSA=1.97. (7) Drug 1: C1=CC(=CC=C1CC(C(=O)O)N)N(CCCl)CCCl.Cl. Drug 2: B(C(CC(C)C)NC(=O)C(CC1=CC=CC=C1)NC(=O)C2=NC=CN=C2)(O)O. Cell line: SR. Synergy scores: CSS=49.0, Synergy_ZIP=-2.90, Synergy_Bliss=-3.80, Synergy_Loewe=-9.05, Synergy_HSA=-0.822. (8) Drug 1: CC1=C(C=C(C=C1)NC2=NC=CC(=N2)N(C)C3=CC4=NN(C(=C4C=C3)C)C)S(=O)(=O)N.Cl. Drug 2: CN(C)N=NC1=C(NC=N1)C(=O)N. Cell line: SNB-75. Synergy scores: CSS=0.241, Synergy_ZIP=-0.319, Synergy_Bliss=-1.17, Synergy_Loewe=-4.03, Synergy_HSA=-2.91.